The task is: Regression. Given a peptide amino acid sequence and an MHC pseudo amino acid sequence, predict their binding affinity value. This is MHC class I binding data.. This data is from Peptide-MHC class I binding affinity with 185,985 pairs from IEDB/IMGT. (1) The peptide sequence is ETVWPFFYA. The MHC is HLA-A30:01 with pseudo-sequence HLA-A30:01. The binding affinity (normalized) is 0.213. (2) The peptide sequence is ATDALMTGF. The MHC is HLA-A02:02 with pseudo-sequence HLA-A02:02. The binding affinity (normalized) is 0.